This data is from Forward reaction prediction with 1.9M reactions from USPTO patents (1976-2016). The task is: Predict the product of the given reaction. (1) The product is: [N:29]1[C:38]2[C:33](=[CH:34][CH:35]=[CH:36][CH:37]=2)[C:32]([CH2:39][NH:8][CH2:9][CH2:10][N:11]2[C:19]3[N:18]=[CH:17][NH:16][C:15]=3[C:14](=[O:20])[NH:13][C:12]2=[S:21])=[CH:31][CH:30]=1. Given the reactants FC(F)(F)C(O)=O.[NH2:8][CH2:9][CH2:10][N:11]1[C:19]2[N:18]=[CH:17][NH:16][C:15]=2[C:14](=[O:20])[NH:13][C:12]1=[S:21].C(N(CC)CC)C.[N:29]1[C:38]2[C:33](=[CH:34][CH:35]=[CH:36][CH:37]=2)[C:32]([CH:39]=O)=[CH:31][CH:30]=1.C([BH3-])#N.[Na+], predict the reaction product. (2) The product is: [CH2:32]([O:31][C:29](=[O:30])[CH2:28][N:24]1[C:25]2[C:21](=[CH:20][C:19]([Cl:18])=[CH:27][CH:26]=2)[C:22]([OH:35])([C:53]2[C:52]([OH:55])=[CH:51][C:50]3[O:46][CH2:47][CH2:48][C:49]=3[CH:54]=2)[C:23]1=[O:34])[CH3:33]. Given the reactants BrC1C=CC=C2C=1C(=O)C(=O)N2CCCCC.[Cl:18][C:19]1[CH:20]=[C:21]2[C:25](=[CH:26][CH:27]=1)[N:24]([CH2:28][C:29]([O:31][CH2:32][CH3:33])=[O:30])[C:23](=[O:34])[C:22]2=[O:35].O1C2C=CC(O)=CC=2OC1.[O:46]1[C:50]2[CH:51]=[C:52]([OH:55])[CH:53]=[CH:54][C:49]=2[CH2:48][CH2:47]1, predict the reaction product. (3) Given the reactants [CH:1]1([N:6]2[CH2:12][C:11]([F:14])([F:13])[C:10](=[O:15])[N:9]([CH3:16])[C:8]3[CH:17]=[N:18][C:19]([NH:21][C:22]4[C:30]([O:31][CH3:32])=[CH:29][C:25]([C:26]([OH:28])=O)=[C:24]([F:33])[CH:23]=4)=[N:20][C:7]2=3)[CH2:5][CH2:4][CH2:3][CH2:2]1.F[P-](F)(F)(F)(F)F.CN(C(N(C)C)=[N+]1C2C=CC=CC=2[N+]([O-])=N1)C.C(N(C(C)C)CC)(C)C.[NH2:67][CH:68]1[CH2:73][CH2:72][O:71][CH2:70][CH2:69]1, predict the reaction product. The product is: [CH:1]1([N:6]2[CH2:12][C:11]([F:14])([F:13])[C:10](=[O:15])[N:9]([CH3:16])[C:8]3[CH:17]=[N:18][C:19]([NH:21][C:22]4[C:30]([O:31][CH3:32])=[CH:29][C:25]([C:26]([NH:67][CH:68]5[CH2:73][CH2:72][O:71][CH2:70][CH2:69]5)=[O:28])=[C:24]([F:33])[CH:23]=4)=[N:20][C:7]2=3)[CH2:5][CH2:4][CH2:3][CH2:2]1. (4) Given the reactants [NH:1]1[C:5]2=[N:6][CH:7]=[CH:8][CH:9]=[C:4]2[C:3]([C:10]2[S:14][C:13]([C:15]([O:17]CC)=[O:16])=[CH:12][CH:11]=2)=[CH:2]1.[OH-].[Na+].C(O)(=O)CC(CC(O)=O)(C(O)=O)O, predict the reaction product. The product is: [NH:1]1[C:5]2=[N:6][CH:7]=[CH:8][CH:9]=[C:4]2[C:3]([C:10]2[S:14][C:13]([C:15]([OH:17])=[O:16])=[CH:12][CH:11]=2)=[CH:2]1. (5) Given the reactants [Na].[OH-].Br[CH:4]1[CH:8]([OH:9])[CH2:7][N:6]([C:10]([O:12][C:13]([CH3:16])([CH3:15])[CH3:14])=[O:11])[CH2:5]1, predict the reaction product. The product is: [CH:4]12[O:9][CH:8]1[CH2:7][N:6]([C:10]([O:12][C:13]([CH3:16])([CH3:15])[CH3:14])=[O:11])[CH2:5]2. (6) Given the reactants Cl.C([O:6][CH2:7][CH:8]([CH3:38])[CH2:9][O:10][NH:11][C:12]([C:14]1[C:15]([NH:29][C:30]2[CH:35]=[CH:34][C:33]([Br:36])=[CH:32][C:31]=2[F:37])=[CH:16][C:17](=[O:28])[N:18]2[C:22]=1[CH:21]1[O:23]C(C)(C)[O:25][CH:20]1[CH2:19]2)=[O:13])(C)(C)C, predict the reaction product. The product is: [OH:6][CH2:7][CH:8]([CH3:38])[CH2:9][O:10][NH:11][C:12]([C:14]1[C:15]([NH:29][C:30]2[CH:35]=[CH:34][C:33]([Br:36])=[CH:32][C:31]=2[F:37])=[CH:16][C:17](=[O:28])[N:18]2[C:22]=1[CH:21]([OH:23])[CH:20]([OH:25])[CH2:19]2)=[O:13]. (7) Given the reactants Br[C:2]1[CH:7]=[C:6]([C:8]([CH3:11])([CH3:10])[CH3:9])[CH:5]=[CH:4][C:3]=1[F:12].CCCCCC.C[CH2:20][O:21]C(C)=O, predict the reaction product. The product is: [C:8]([C:6]1[CH:5]=[CH:4][C:3]([F:12])=[C:2]([CH:7]=1)[CH:20]=[O:21])([CH3:11])([CH3:10])[CH3:9]. (8) Given the reactants Cl[C:2]1[N:7]=[N:6][C:5]([C:8](O)=O)=[CH:4][CH:3]=1.[C:11]1([NH2:18])[CH:16]=[CH:15][CH:14]=[CH:13][C:12]=1[NH2:17].C([O-])(O)=[O:20].[Na+], predict the reaction product. The product is: [NH:17]1[C:12]2[CH:13]=[CH:14][CH:15]=[CH:16][C:11]=2[N:18]=[C:8]1[C:5]1[N:6]=[N:7][C:2]([OH:20])=[CH:3][CH:4]=1. (9) Given the reactants Cl.[NH2:2][C@H:3]([CH2:10][C:11]1[CH:16]=[CH:15][C:14]([C:17]2[CH:22]=[CH:21][CH:20]=[CH:19][CH:18]=2)=[CH:13][CH:12]=1)[CH2:4][C:5]([O:7]CC)=[O:6].O.[N:24]1[CH:29]=[CH:28][C:27]([C:30]([OH:32])=[O:31])=[CH:26][C:25]=1[C:33]([OH:35])=[O:34].CCN=C=NCCCN(C)C.Cl.ON1C2N=CC=CC=2N=N1.CCN(C(C)C)C(C)C.[OH-].[Na+], predict the reaction product. The product is: [C:14]1([C:17]2[CH:18]=[CH:19][CH:20]=[CH:21][CH:22]=2)[CH:13]=[CH:12][C:11]([CH2:10][C@@H:3]([NH:2][C:30]([C:27]2[CH:28]=[CH:29][N:24]=[C:25]([C:33]([OH:35])=[O:34])[CH:26]=2)=[O:31])[CH2:4][C:5]([OH:7])=[O:6])=[CH:16][CH:15]=1.[C:14]1([C:17]2[CH:18]=[CH:19][CH:20]=[CH:21][CH:22]=2)[CH:13]=[CH:12][C:11]([CH2:10][C@@H:3]([NH:2][C:33]([C:25]2[CH:26]=[C:27]([CH:28]=[CH:29][N:24]=2)[C:30]([OH:32])=[O:31])=[O:34])[CH2:4][C:5]([OH:7])=[O:6])=[CH:16][CH:15]=1.